From a dataset of Merck oncology drug combination screen with 23,052 pairs across 39 cell lines. Regression. Given two drug SMILES strings and cell line genomic features, predict the synergy score measuring deviation from expected non-interaction effect. (1) Drug 1: O=P1(N(CCCl)CCCl)NCCCO1. Drug 2: C=CCn1c(=O)c2cnc(Nc3ccc(N4CCN(C)CC4)cc3)nc2n1-c1cccc(C(C)(C)O)n1. Cell line: OVCAR3. Synergy scores: synergy=8.25. (2) Drug 1: CCC1(O)CC2CN(CCc3c([nH]c4ccccc34)C(C(=O)OC)(c3cc4c(cc3OC)N(C)C3C(O)(C(=O)OC)C(OC(C)=O)C5(CC)C=CCN6CCC43C65)C2)C1. Drug 2: CS(=O)(=O)CCNCc1ccc(-c2ccc3ncnc(Nc4ccc(OCc5cccc(F)c5)c(Cl)c4)c3c2)o1. Cell line: MDAMB436. Synergy scores: synergy=-15.4. (3) Drug 1: CN1C(=O)C=CC2(C)C3CCC4(C)C(NC(=O)OCC(F)(F)F)CCC4C3CCC12. Drug 2: NC1CCCCC1N.O=C(O)C(=O)O.[Pt+2]. Cell line: DLD1. Synergy scores: synergy=-3.25. (4) Drug 1: Cn1nnc2c(C(N)=O)ncn2c1=O. Drug 2: CS(=O)(=O)CCNCc1ccc(-c2ccc3ncnc(Nc4ccc(OCc5cccc(F)c5)c(Cl)c4)c3c2)o1. Cell line: KPL1. Synergy scores: synergy=-11.2. (5) Drug 1: CCC1(O)CC2CN(CCc3c([nH]c4ccccc34)C(C(=O)OC)(c3cc4c(cc3OC)N(C)C3C(O)(C(=O)OC)C(OC(C)=O)C5(CC)C=CCN6CCC43C65)C2)C1. Drug 2: CNC(=O)c1cc(Oc2ccc(NC(=O)Nc3ccc(Cl)c(C(F)(F)F)c3)cc2)ccn1. Cell line: HT29. Synergy scores: synergy=-2.26. (6) Drug 1: O=C(CCCCCCC(=O)Nc1ccccc1)NO. Drug 2: COC1=C2CC(C)CC(OC)C(O)C(C)C=C(C)C(OC(N)=O)C(OC)C=CC=C(C)C(=O)NC(=CC1=O)C2=O. Cell line: LNCAP. Synergy scores: synergy=39.9. (7) Drug 1: CN(Cc1cnc2nc(N)nc(N)c2n1)c1ccc(C(=O)NC(CCC(=O)O)C(=O)O)cc1. Drug 2: CNC(=O)c1cc(Oc2ccc(NC(=O)Nc3ccc(Cl)c(C(F)(F)F)c3)cc2)ccn1. Cell line: OV90. Synergy scores: synergy=-0.512.